Dataset: Catalyst prediction with 721,799 reactions and 888 catalyst types from USPTO. Task: Predict which catalyst facilitates the given reaction. (1) Reactant: [C:1]([S:5][C:6]1[CH:11]=[CH:10][CH:9]=[CH:8][C:7]=1[C:12]1[N:24]([CH3:25])[C:15]2=[N:16][CH:17]=[C:18]([C:20]([F:23])([F:22])[F:21])[CH:19]=[C:14]2[N:13]=1)([CH3:4])([CH3:3])[CH3:2].ClC1C=CC=C(C(OO)=[O:34])C=1.C(=O)([O-])O.[Na+].S([O-])([O-])(=O)=S.[Na+].[Na+]. Product: [C:1]([S:5]([C:6]1[CH:11]=[CH:10][CH:9]=[CH:8][C:7]=1[C:12]1[N:24]([CH3:25])[C:15]2=[N:16][CH:17]=[C:18]([C:20]([F:22])([F:23])[F:21])[CH:19]=[C:14]2[N:13]=1)=[O:34])([CH3:4])([CH3:3])[CH3:2]. The catalyst class is: 22. (2) Reactant: [Br:1][C:2]1[CH:7]=[CH:6][CH:5]=[CH:4][C:3]=1[CH2:8][C:9](O)=[O:10].B.C1COCC1.O.C(=O)([O-])[O-].[K+].[K+]. Product: [Br:1][C:2]1[CH:7]=[CH:6][CH:5]=[CH:4][C:3]=1[CH2:8][CH2:9][OH:10]. The catalyst class is: 116.